From a dataset of Reaction yield outcomes from USPTO patents with 853,638 reactions. Predict the reaction yield, written as a fraction of the theoretical maximum amount of product (1.0 means a 100% yield; for example, 0.34 means a 34% yield). (1) The reactants are [O:1]1[C:5]2[CH:6]=[CH:7][C:8]([C:10]3([C:13]([OH:15])=O)[CH2:12][CH2:11]3)=[CH:9][C:4]=2[O:3][CH2:2]1.CN(C(ON1N=NC2C=CC=CC1=2)=[N+](C)C)C.F[P-](F)(F)(F)(F)F.CCN(CC)CC.[NH2:47][C:48]1[CH:49]=[C:50]2[C:54](=[CH:55][CH:56]=1)[NH:53][C:52]([CH:57]([CH3:63])[C:58]([O:60][CH2:61][CH3:62])=[O:59])=[CH:51]2. The catalyst is C(#N)C. The product is [O:1]1[C:5]2[CH:6]=[CH:7][C:8]([C:10]3([C:13]([NH:47][C:48]4[CH:49]=[C:50]5[C:54](=[CH:55][CH:56]=4)[NH:53][C:52]([CH:57]([CH3:63])[C:58]([O:60][CH2:61][CH3:62])=[O:59])=[CH:51]5)=[O:15])[CH2:11][CH2:12]3)=[CH:9][C:4]=2[O:3][CH2:2]1. The yield is 0.500. (2) The reactants are C(O)CCCCCC(O)CCCC#C.[C:15]([O:18][CH:19]1[CH2:30][CH2:29][CH2:28][CH2:27][CH2:26][CH:25]([O:31][Si](CC)(CC)CC)[CH2:24][CH2:23][CH2:22][CH2:21][CH2:20]1)(=[O:17])[CH3:16].[N+](CCCC)(CCCC)(CCCC)CCCC.[F-]. No catalyst specified. The product is [C:15]([O:18][CH:19]1[CH2:30][CH2:29][CH2:28][CH2:27][CH2:26][CH:25]([OH:31])[CH2:24][CH2:23][CH2:22][CH2:21][CH2:20]1)(=[O:17])[CH3:16]. The yield is 0.890. (3) The reactants are [CH:1]([CH:4]1[CH2:8][O:7][C:6](=[O:9])[N:5]1[C:10]1[CH:15]=[CH:14][N:13]=[C:12]([NH:16][C@H:17]([CH:19]2[CH2:24][CH2:23][NH:22][CH2:21][CH2:20]2)[CH3:18])[N:11]=1)([CH3:3])[CH3:2].CN(C(ON1N=N[C:35]2[CH:36]=[CH:37][CH:38]=[N:39][C:34]1=2)=[N+](C)C)C.F[P-](F)(F)(F)(F)F.CCN(C(C)C)C(C)C.CN([CH:61]=[O:62])C. The catalyst is ClCCl. The product is [CH:1]([C@H:4]1[CH2:8][O:7][C:6](=[O:9])[N:5]1[C:10]1[CH:15]=[CH:14][N:13]=[C:12]([NH:16][C@H:17]([CH:19]2[CH2:24][CH2:23][N:22]([C:61]([C:36]3[CH:35]=[CH:34][N:39]=[CH:38][CH:37]=3)=[O:62])[CH2:21][CH2:20]2)[CH3:18])[N:11]=1)([CH3:2])[CH3:3]. The yield is 0.0800. (4) The reactants are Cl[C:2]1[N:3]=[C:4]([O:29][C@H:30]2[CH2:34][CH2:33][O:32][CH2:31]2)[C:5]2[C:10]([C:11]3[CH:20]=[CH:19][C:14]4[N:15]=[C:16]([CH3:18])[O:17][C:13]=4[CH:12]=3)=[CH:9][N:8]([CH2:21][O:22][CH2:23][CH2:24][Si:25]([CH3:28])([CH3:27])[CH3:26])[C:6]=2[N:7]=1.[NH2:35][C:36]1[CH:45]=[CH:44][C:39]([C:40]([NH:42][CH3:43])=[O:41])=[CH:38][C:37]=1[Cl:46].CC1(C)C2C(=C(P(C3C=CC=CC=3)C3C=CC=CC=3)C=CC=2)OC2C(P(C3C=CC=CC=3)C3C=CC=CC=3)=CC=CC1=2.C(=O)([O-])[O-].[Cs+].[Cs+]. The catalyst is O1CCOCC1.C1C=CC(/C=C/C(/C=C/C2C=CC=CC=2)=O)=CC=1.C1C=CC(/C=C/C(/C=C/C2C=CC=CC=2)=O)=CC=1.C1C=CC(/C=C/C(/C=C/C2C=CC=CC=2)=O)=CC=1.[Pd].[Pd]. The product is [Cl:46][C:37]1[CH:38]=[C:39]([CH:44]=[CH:45][C:36]=1[NH:35][C:2]1[N:3]=[C:4]([O:29][C@H:30]2[CH2:34][CH2:33][O:32][CH2:31]2)[C:5]2[C:10]([C:11]3[CH:20]=[CH:19][C:14]4[N:15]=[C:16]([CH3:18])[O:17][C:13]=4[CH:12]=3)=[CH:9][N:8]([CH2:21][O:22][CH2:23][CH2:24][Si:25]([CH3:27])([CH3:26])[CH3:28])[C:6]=2[N:7]=1)[C:40]([NH:42][CH3:43])=[O:41]. The yield is 0.647. (5) The reactants are Br[C:2]1[S:6][C:5]([S:7]([NH:10][C@@H:11]([CH2:23][N:24]([CH3:26])[CH3:25])[CH2:12][C:13]([O:15][CH2:16][C:17]2[CH:22]=[CH:21][CH:20]=[CH:19][CH:18]=2)=[O:14])(=[O:9])=[O:8])=[CH:4][CH:3]=1.[C:27]([C:29]1[CH:30]=[C:31]([CH3:35])[CH:32]=[CH:33][CH:34]=1)#[CH:28].C(N(CC)CC)C. The catalyst is C(OCC)(=O)C.O.[Cu](I)I.Cl[Pd](Cl)([P](C1C=CC=CC=1)(C1C=CC=CC=1)C1C=CC=CC=1)[P](C1C=CC=CC=1)(C1C=CC=CC=1)C1C=CC=CC=1. The product is [CH3:25][N:24]([CH3:26])[CH2:23][C@H:11]([NH:10][S:7]([C:5]1[S:6][C:2]([C:28]#[C:27][C:29]2[CH:30]=[C:31]([CH3:35])[CH:32]=[CH:33][CH:34]=2)=[CH:3][CH:4]=1)(=[O:9])=[O:8])[CH2:12][C:13]([O:15][CH2:16][C:17]1[CH:22]=[CH:21][CH:20]=[CH:19][CH:18]=1)=[O:14]. The yield is 0.920.